This data is from Forward reaction prediction with 1.9M reactions from USPTO patents (1976-2016). The task is: Predict the product of the given reaction. Given the reactants C([Li])CCC.C(NC(C)C)(C)C.[CH2:13]([N:15]1[CH:19]=[C:18]([C:20]([O:22][CH2:23][CH3:24])=[O:21])[CH:17]=[N:16]1)[CH3:14].Cl.CN(C)[CH:28]=[O:29], predict the reaction product. The product is: [CH2:13]([N:15]1[C:19]([CH:28]=[O:29])=[C:18]([C:20]([O:22][CH2:23][CH3:24])=[O:21])[CH:17]=[N:16]1)[CH3:14].